The task is: Predict the reaction yield, written as a fraction of the theoretical maximum amount of product (1.0 means a 100% yield; for example, 0.34 means a 34% yield).. This data is from Reaction yield outcomes from USPTO patents with 853,638 reactions. (1) The reactants are [NH2:1][C:2]1[CH:3]=[C:4]([CH:16]=[CH:17][CH:18]=1)[O:5][C:6]1[CH:11]=[CH:10][N:9]=[C:8]2[NH:12][C:13](=[O:15])[NH:14][C:7]=12.[F:19][C:20]1[CH:28]=[CH:27][C:26]([O:29][C:30]([F:33])([F:32])[F:31])=[CH:25][C:21]=1[C:22](Cl)=[O:23]. No catalyst specified. The product is [O:15]=[C:13]1[NH:12][C:8]2=[N:9][CH:10]=[CH:11][C:6]([O:5][C:4]3[CH:3]=[C:2]([NH:1][C:22](=[O:23])[C:21]4[CH:25]=[C:26]([O:29][C:30]([F:31])([F:32])[F:33])[CH:27]=[CH:28][C:20]=4[F:19])[CH:18]=[CH:17][CH:16]=3)=[C:7]2[NH:14]1. The yield is 0.117. (2) The reactants are Br[C:2]1[C:3]([NH2:14])=[N:4][CH:5]=[C:6]([CH:8]2[CH2:13][CH2:12][O:11][CH2:10][CH2:9]2)[CH:7]=1.B([C:18]1[CH:26]=[CH:25][C:21]([C:22]([OH:24])=[O:23])=[C:20]([F:27])[CH:19]=1)(O)O.C([O-])([O-])=O.[Na+].[Na+]. The catalyst is C1C=CC([P]([Pd]([P](C2C=CC=CC=2)(C2C=CC=CC=2)C2C=CC=CC=2)([P](C2C=CC=CC=2)(C2C=CC=CC=2)C2C=CC=CC=2)[P](C2C=CC=CC=2)(C2C=CC=CC=2)C2C=CC=CC=2)(C2C=CC=CC=2)C2C=CC=CC=2)=CC=1.COCCOC. The product is [NH2:14][C:3]1[C:2]([C:18]2[CH:26]=[CH:25][C:21]([C:22]([OH:24])=[O:23])=[C:20]([F:27])[CH:19]=2)=[CH:7][C:6]([CH:8]2[CH2:13][CH2:12][O:11][CH2:10][CH2:9]2)=[CH:5][N:4]=1. The yield is 1.37. (3) The reactants are [C:1]([C:4]1[CH:5]=[C:6]([CH:10]=[CH:11][CH:12]=1)[C:7]([OH:9])=[O:8])(=[O:3])[CH3:2].[CH3:13]C1C=CC(S(O)(=O)=O)=CC=1. The catalyst is CO. The product is [C:1]([C:4]1[CH:5]=[C:6]([CH:10]=[CH:11][CH:12]=1)[C:7]([O:9][CH3:13])=[O:8])(=[O:3])[CH3:2]. The yield is 0.970. (4) The reactants are [N:1]12[CH2:8][CH2:7][CH:4]([CH2:5][CH2:6]1)[CH:3]([NH:9][C:10]([C:12]1[CH:13]=[C:14]([NH2:27])[CH:15]=[C:16]3[O:20][C:19]([C:21]4[CH:26]=[CH:25][CH:24]=[CH:23][CH:22]=4)=[N:18][C:17]=13)=[O:11])[CH2:2]2.N1C=CC=CC=1.[C:34](OC(=O)C)(=[O:36])[CH3:35]. The catalyst is C(Cl)Cl. The product is [N:1]12[CH2:8][CH2:7][CH:4]([CH2:5][CH2:6]1)[CH:3]([NH:9][C:10]([C:12]1[CH:13]=[C:14]([NH:27][C:34](=[O:36])[CH3:35])[CH:15]=[C:16]3[O:20][C:19]([C:21]4[CH:22]=[CH:23][CH:24]=[CH:25][CH:26]=4)=[N:18][C:17]=13)=[O:11])[CH2:2]2. The yield is 0.440.